This data is from NCI-60 drug combinations with 297,098 pairs across 59 cell lines. The task is: Regression. Given two drug SMILES strings and cell line genomic features, predict the synergy score measuring deviation from expected non-interaction effect. Drug 1: C1CCC(CC1)NC(=O)N(CCCl)N=O. Drug 2: C1=NNC2=C1C(=O)NC=N2. Cell line: HCC-2998. Synergy scores: CSS=10.1, Synergy_ZIP=-1.57, Synergy_Bliss=1.81, Synergy_Loewe=-0.538, Synergy_HSA=-0.821.